This data is from Reaction yield outcomes from USPTO patents with 853,638 reactions. The task is: Predict the reaction yield, written as a fraction of the theoretical maximum amount of product (1.0 means a 100% yield; for example, 0.34 means a 34% yield). (1) The reactants are OS([O-])=O.[Na+].[CH:6](=O)[C:7]1[CH:12]=[CH:11][CH:10]=[CH:9][CH:8]=1.[NH2:14][C:15]1[CH:16]=[C:17]([CH:22]=[CH:23][C:24]=1[NH2:25])[C:18]([O:20][CH3:21])=[O:19].O. The catalyst is C(O)C. The product is [C:7]1([C:6]2[NH:25][C:24]3[CH:23]=[CH:22][C:17]([C:18]([O:20][CH3:21])=[O:19])=[CH:16][C:15]=3[N:14]=2)[CH:12]=[CH:11][CH:10]=[CH:9][CH:8]=1. The yield is 0.970. (2) The reactants are [C:1]([NH:8][CH2:9][CH2:10][C:11]1[CH:17]=[CH:16][C:14]([NH2:15])=[CH:13][CH:12]=1)([O:3][C:4]([CH3:7])([CH3:6])[CH3:5])=[O:2].[CH:18](=O)[C:19]1[CH:24]=[CH:23][CH:22]=[CH:21][CH:20]=1.CC(O)=O.[BH3-]C#N.[Na+]. The catalyst is C1(C)C=CC=CC=1.CO. The product is [CH2:18]([NH:15][C:14]1[CH:16]=[CH:17][C:11]([CH2:10][CH2:9][NH:8][C:1]([O:3][C:4]([CH3:6])([CH3:7])[CH3:5])=[O:2])=[CH:12][CH:13]=1)[C:19]1[CH:24]=[CH:23][CH:22]=[CH:21][CH:20]=1. The yield is 0.830. (3) The reactants are C([O:8][C:9]1[CH:10]=[CH:11][C:12]2[C:13]3[N:14]([CH2:30][CH2:31][N:32]=3)[C:15]([NH:21][C:22](=[O:29])[C:23]3[CH:28]=[CH:27][CH:26]=[N:25][CH:24]=3)=[N:16][C:17]=2[C:18]=1[O:19][CH3:20])C1C=CC=CC=1.C(O)(C(F)(F)F)=O. The product is [OH:8][C:9]1[CH:10]=[CH:11][C:12]2[C:13]3[N:14]([CH2:30][CH2:31][N:32]=3)[C:15]([NH:21][C:22](=[O:29])[C:23]3[CH:28]=[CH:27][CH:26]=[N:25][CH:24]=3)=[N:16][C:17]=2[C:18]=1[O:19][CH3:20]. The catalyst is CO. The yield is 0.660. (4) The reactants are Cl[C:2]1[N:7]=[CH:6][C:5]2[CH:8]=[N:9][N:10]([C:11]3[N:16]=[C:15]([N:17]4[CH2:22][CH2:21][N:20]([C:23]([O:25][C:26]([CH3:29])([CH3:28])[CH3:27])=[O:24])[CH2:19][CH2:18]4)[CH:14]=[CH:13][CH:12]=3)[C:4]=2[CH:3]=1.C[Sn](C)(C)[C:32]1[CH:37]=[N:36][CH:35]=[C:34]([CH3:38])[N:33]=1. The catalyst is CN(C)C(=O)C.C1(P(C2C=CC=CC=2)C2C=CC=CC=2)C=CC=CC=1.C1(P(C2C=CC=CC=2)C2C=CC=CC=2)C=CC=CC=1.C1(P(C2C=CC=CC=2)C2C=CC=CC=2)C=CC=CC=1.C1(P(C2C=CC=CC=2)C2C=CC=CC=2)C=CC=CC=1.[Pd]. The product is [CH3:38][C:34]1[N:33]=[C:32]([C:2]2[N:7]=[CH:6][C:5]3[CH:8]=[N:9][N:10]([C:11]4[N:16]=[C:15]([N:17]5[CH2:22][CH2:21][N:20]([C:23]([O:25][C:26]([CH3:27])([CH3:29])[CH3:28])=[O:24])[CH2:19][CH2:18]5)[CH:14]=[CH:13][CH:12]=4)[C:4]=3[CH:3]=2)[CH:37]=[N:36][CH:35]=1. The yield is 0.580. (5) The catalyst is CN(C=O)C. The product is [C:17]([NH:16][C:13]1[CH:14]=[C:15]2[C:5]3[CH:4]=[CH:3][C:2]([NH:1][C:30](=[O:54])[C@@H:31]([NH:36][C:37](=[O:53])[O:38][CH2:39][CH:40]4[C:41]5[CH:42]=[CH:43][CH:44]=[CH:45][C:46]=5[C:47]5[C:52]4=[CH:51][CH:50]=[CH:49][CH:48]=5)[CH2:32][CH:33]([CH3:35])[CH3:34])=[CH:7][C:6]=3[O:8][CH2:9][C:10]2=[CH:11][N:12]=1)(=[O:19])[CH3:18]. The reactants are [NH2:1][C:2]1[CH:3]=[CH:4][C:5]2[C:15]3[C:10](=[CH:11][N:12]=[C:13]([NH:16][C:17](=[O:19])[CH3:18])[CH:14]=3)[CH2:9][O:8][C:6]=2[CH:7]=1.CCN(C(C)C)C(C)C.Cl[C:30](=[O:54])[C@@H:31]([NH:36][C:37](=[O:53])[O:38][CH2:39][CH:40]1[C:52]2[CH:51]=[CH:50][CH:49]=[CH:48][C:47]=2[C:46]2[C:41]1=[CH:42][CH:43]=[CH:44][CH:45]=2)[CH2:32][CH:33]([CH3:35])[CH3:34]. The yield is 0.450. (6) The product is [Br:34][CH2:35][CH2:36][CH2:37][O:38][C:43]1[CH:44]=[CH:45][C:40]([Cl:39])=[CH:41][C:42]=1[N+:47]([O-:49])=[O:48]. The reactants are C1(P(C2C=CC=CC=2)C2C=CC=CC=2)C=CC=CC=1.CC(OC(/N=N/C(OC(C)C)=O)=O)C.[Br:34][CH2:35][CH2:36][CH2:37][OH:38].[Cl:39][C:40]1[CH:45]=[CH:44][C:43](O)=[C:42]([N+:47]([O-:49])=[O:48])[CH:41]=1. The catalyst is C1COCC1. The yield is 0.600. (7) The reactants are C(OC([NH:8][CH2:9][CH2:10][CH2:11][C:12]1[CH:13]=[C:14]([NH:17][C:18]2[C:27]3[C:22](=[CH:23][CH:24]=[CH:25][CH:26]=3)[N:21]=[C:20]([C:28]3[CH:33]=[CH:32][CH:31]=[CH:30][CH:29]=3)[N:19]=2)[NH:15][N:16]=1)=O)(C)(C)C.C(O)(C(F)(F)F)=O. The catalyst is ClCCl. The product is [NH2:8][CH2:9][CH2:10][CH2:11][C:12]1[CH:13]=[C:14]([NH:17][C:18]2[C:27]3[C:22](=[CH:23][CH:24]=[CH:25][CH:26]=3)[N:21]=[C:20]([C:28]3[CH:33]=[CH:32][CH:31]=[CH:30][CH:29]=3)[N:19]=2)[NH:15][N:16]=1. The yield is 0.630. (8) The reactants are C[N:2](C)/[CH:3]=[CH:4]/[C:5]([C:7]1[C:12](=[O:13])[CH:11]=[CH:10][N:9]([C:14]2[CH:19]=[CH:18][CH:17]=[C:16]([S:20]([CH3:23])(=[O:22])=[O:21])[CH:15]=2)[N:8]=1)=O.[NH:25]([C:27]1[CH:28]=[C:29]([CH:32]=[CH:33][CH:34]=1)[C:30]#[N:31])N. The yield is 0.610. The product is [CH3:23][S:20]([C:16]1[CH:15]=[C:14]([N:9]2[CH:10]=[CH:11][C:12](=[O:13])[C:7]([C:5]3[N:25]([C:27]4[CH:28]=[C:29]([CH:32]=[CH:33][CH:34]=4)[C:30]#[N:31])[N:2]=[CH:3][CH:4]=3)=[N:8]2)[CH:19]=[CH:18][CH:17]=1)(=[O:22])=[O:21]. No catalyst specified. (9) The reactants are [SH:1][C:2]1[CH:10]=[CH:9][CH:8]=[CH:7][C:3]=1[C:4]([OH:6])=[O:5].[H-].[Na+].F[C:14]1[CH:19]=[CH:18][CH:17]=[CH:16][C:15]=1[N+:20]([O-:22])=[O:21].[CH3:23]I. The catalyst is CC(N(C)C)=O. The product is [N+:20]([C:15]1[CH:16]=[CH:17][CH:18]=[CH:19][C:14]=1[S:1][C:2]1[CH:10]=[CH:9][CH:8]=[CH:7][C:3]=1[C:4]([O:6][CH3:23])=[O:5])([O-:22])=[O:21]. The yield is 0.760.